From a dataset of Reaction yield outcomes from USPTO patents with 853,638 reactions. Predict the reaction yield, written as a fraction of the theoretical maximum amount of product (1.0 means a 100% yield; for example, 0.34 means a 34% yield). The reactants are [S-:1][C:2]#[N:3].[K+].[F:5][CH:6]([F:15])[O:7][C:8]1[N:13]=[CH:12][C:11]([NH2:14])=[CH:10][CH:9]=1.BrBr.O. The catalyst is C(O)(=O)C. The product is [F:15][CH:6]([F:5])[O:7][C:8]1[N:13]=[C:12]2[S:1][C:2]([NH2:3])=[N:14][C:11]2=[CH:10][CH:9]=1. The yield is 0.361.